Dataset: Full USPTO retrosynthesis dataset with 1.9M reactions from patents (1976-2016). Task: Predict the reactants needed to synthesize the given product. (1) The reactants are: C(OC(=O)[N:7]([CH2:12][C:13]1[N:17]([CH3:18])[C:16]([C:19]2[S:27][C:26]3[C:21](=[N:22][CH:23]=[CH:24][C:25]=3[O:28][C:29]3[CH:34]=[CH:33][C:32]([NH:35][C:36]([NH:38][C:39]4[CH:44]=[CH:43][C:42]([F:45])=[CH:41][C:40]=4[F:46])=[O:37])=[CH:31][C:30]=3[F:47])[CH:20]=2)=[N:15][CH:14]=1)[CH2:8][CH2:9][O:10][CH3:11])(C)(C)C.Cl.O1CCOCC1.CCOC(C)=O. Given the product [F:46][C:40]1[CH:41]=[C:42]([F:45])[CH:43]=[CH:44][C:39]=1[NH:38][C:36]([NH:35][C:32]1[CH:33]=[CH:34][C:29]([O:28][C:25]2[CH:24]=[CH:23][N:22]=[C:21]3[CH:20]=[C:19]([C:16]4[N:17]([CH3:18])[C:13]([CH2:12][NH:7][CH2:8][CH2:9][O:10][CH3:11])=[CH:14][N:15]=4)[S:27][C:26]=23)=[C:30]([F:47])[CH:31]=1)=[O:37], predict the reactants needed to synthesize it. (2) Given the product [CH3:22][N:23]([CH3:36])[C:24]1[CH:25]=[C:26]([C:30]([F:34])([F:35])[C:31]([NH:2][CH2:3][C:4]2[CH:5]=[C:6]3[C:10](=[CH:11][CH:12]=2)[C:9](=[O:13])[N:8]([CH:14]2[CH2:19][CH2:18][C:17](=[O:20])[NH:16][C:15]2=[O:21])[CH2:7]3)=[O:32])[CH:27]=[CH:28][CH:29]=1, predict the reactants needed to synthesize it. The reactants are: Cl.[NH2:2][CH2:3][C:4]1[CH:5]=[C:6]2[C:10](=[CH:11][CH:12]=1)[C:9](=[O:13])[N:8]([CH:14]1[CH2:19][CH2:18][C:17](=[O:20])[NH:16][C:15]1=[O:21])[CH2:7]2.[CH3:22][N:23]([CH3:36])[C:24]1[CH:25]=[C:26]([C:30]([F:35])([F:34])[C:31](O)=[O:32])[CH:27]=[CH:28][CH:29]=1.C(N(CC)C(C)C)(C)C.F[P-](F)(F)(F)(F)F.CN(C(N(C)C)=[N+]1C2C(=NC=CC=2)[N+]([O-])=N1)C. (3) Given the product [C:26]([O:30][C:31]([N:33]1[CH2:38][CH2:37][CH:36]([NH:39][C:23]([C:20]2[C:16]3[N:17]=[CH:18][N:19]=[C:14]([C:7]4[CH:8]=[C:9]([O:12][CH3:13])[CH:10]=[CH:11][C:6]=4[O:5][CH2:4][CH:1]4[CH2:3][CH2:2]4)[C:15]=3[NH:22][CH:21]=2)=[O:25])[CH2:35][CH2:34]1)=[O:32])([CH3:29])([CH3:27])[CH3:28], predict the reactants needed to synthesize it. The reactants are: [CH:1]1([CH2:4][O:5][C:6]2[CH:11]=[CH:10][C:9]([O:12][CH3:13])=[CH:8][C:7]=2[C:14]2[C:15]3[NH:22][CH:21]=[C:20]([C:23]([OH:25])=O)[C:16]=3[N:17]=[CH:18][N:19]=2)[CH2:3][CH2:2]1.[C:26]([O:30][C:31]([N:33]1[CH2:38][CH2:37][CH:36]([NH2:39])[CH2:35][CH2:34]1)=[O:32])([CH3:29])([CH3:28])[CH3:27]. (4) Given the product [Br:35][C:32]1[CH:33]=[CH:34][C:29](/[C:27](=[N:2]/[NH:1][C:3](=[O:25])[CH:4]([NH:16][C:17](=[O:24])[C:18]2[CH:23]=[CH:22][CH:21]=[CH:20][CH:19]=2)[C:5]2[C:14]3[C:9](=[CH:10][CH:11]=[CH:12][CH:13]=3)[C:8](=[O:15])[NH:7][N:6]=2)/[CH3:26])=[CH:30][CH:31]=1, predict the reactants needed to synthesize it. The reactants are: [NH:1]([C:3](=[O:25])[CH:4]([NH:16][C:17](=[O:24])[C:18]1[CH:23]=[CH:22][CH:21]=[CH:20][CH:19]=1)[C:5]1[C:14]2[C:9](=[CH:10][CH:11]=[CH:12][CH:13]=2)[C:8](=[O:15])[NH:7][N:6]=1)[NH2:2].[CH3:26][C:27]([C:29]1[CH:34]=[CH:33][C:32]([Br:35])=[CH:31][CH:30]=1)=O.C(O)(=O)C. (5) Given the product [C:1]([C:4]1[C:12]2[C:7](=[CH:8][CH:9]=[CH:10][CH:11]=2)[N:6]([CH2:13][C:14]([OH:16])=[O:15])[N:5]=1)(=[O:3])[CH3:2], predict the reactants needed to synthesize it. The reactants are: [C:1]([C:4]1[C:12]2[C:7](=[CH:8][CH:9]=[CH:10][CH:11]=2)[N:6]([CH2:13][C:14]([O:16]C(C)(C)C)=[O:15])[N:5]=1)(=[O:3])[CH3:2].C(O)(C(F)(F)F)=O.